This data is from Peptide-MHC class I binding affinity with 185,985 pairs from IEDB/IMGT. The task is: Regression. Given a peptide amino acid sequence and an MHC pseudo amino acid sequence, predict their binding affinity value. This is MHC class I binding data. (1) The peptide sequence is DIMLPESDL. The MHC is HLA-A68:02 with pseudo-sequence HLA-A68:02. The binding affinity (normalized) is 0.122. (2) The peptide sequence is YNYSLTLEW. The MHC is HLA-A24:03 with pseudo-sequence HLA-A24:03. The binding affinity (normalized) is 0.657. (3) The peptide sequence is TPRIANRLL. The MHC is HLA-B07:02 with pseudo-sequence HLA-B07:02. The binding affinity (normalized) is 0.872. (4) The peptide sequence is KYCWNLLQY. The MHC is HLA-B45:01 with pseudo-sequence HLA-B45:01. The binding affinity (normalized) is 0.102. (5) The peptide sequence is FENAILSMTI. The MHC is HLA-B40:01 with pseudo-sequence HLA-B40:01. The binding affinity (normalized) is 0.327. (6) The peptide sequence is LAYASYFSF. The MHC is HLA-B57:01 with pseudo-sequence HLA-B57:01. The binding affinity (normalized) is 0.604.